This data is from Forward reaction prediction with 1.9M reactions from USPTO patents (1976-2016). The task is: Predict the product of the given reaction. (1) Given the reactants [OH-].[Na+].[C:3]([C:6]1[CH:11]=[N:10][N:9]2[CH:12]=[C:13]([C:15]3[CH:20]=[CH:19][CH:18]=[CH:17][CH:16]=3)[CH:14]=[C:8]2[C:7]=1[NH:21][C@@H:22]([C:27]1[CH:32]=[CH:31][CH:30]=[CH:29][CH:28]=1)[C:23]([O:25]C)=[O:24])(=[O:5])[NH2:4], predict the reaction product. The product is: [C:3]([C:6]1[CH:11]=[N:10][N:9]2[CH:12]=[C:13]([C:15]3[CH:16]=[CH:17][CH:18]=[CH:19][CH:20]=3)[CH:14]=[C:8]2[C:7]=1[NH:21][C@@H:22]([C:27]1[CH:32]=[CH:31][CH:30]=[CH:29][CH:28]=1)[C:23]([OH:25])=[O:24])(=[O:5])[NH2:4]. (2) The product is: [F:1][C:2]1[CH:7]=[CH:6][C:5]([N+:8]([O-:10])=[O:9])=[CH:4][C:3]=1[CH2:11][CH2:12][OH:13]. Given the reactants [F:1][C:2]1[CH:7]=[CH:6][C:5]([N+:8]([O-:10])=[O:9])=[CH:4][C:3]=1[CH2:11][C:12](O)=[O:13].CO, predict the reaction product. (3) Given the reactants [CH3:1][O:2][CH2:3][CH:4]([CH3:29])[O:5][C:6]1[CH:7]=[C:8]([O:18][C:19]2[CH:24]=[CH:23][C:22]([S:25]([CH3:28])(=[O:27])=[O:26])=[CH:21][CH:20]=2)[CH:9]=[C:10]2[C:14]=1[NH:13][C:12]([C:15](O)=[O:16])=[CH:11]2.Cl.C([N:33]=C=NCCCN(C)C)C.[NH4+].ON1C2C=CC=CC=2N=N1, predict the reaction product. The product is: [CH3:1][O:2][CH2:3][CH:4]([CH3:29])[O:5][C:6]1[CH:7]=[C:8]([O:18][C:19]2[CH:24]=[CH:23][C:22]([S:25]([CH3:28])(=[O:27])=[O:26])=[CH:21][CH:20]=2)[CH:9]=[C:10]2[C:14]=1[NH:13][C:12]([C:15]([NH2:33])=[O:16])=[CH:11]2. (4) Given the reactants [CH2:1]([N:4]([CH2:8][C:9]1[CH:14]=[CH:13][C:12]([NH:15][C:16](=[O:32])[C:17]2[CH:22]=[CH:21][C:20]([CH2:23][NH:24][CH2:25][C:26]3[N:27]([CH3:31])[CH:28]=[CH:29][N:30]=3)=[CH:19][CH:18]=2)=[CH:11][CH:10]=1)[CH2:5][CH2:6][CH3:7])[CH2:2][CH3:3].[NH:33]1[CH:37]=[N:36][C:35]([CH:38]=O)=[N:34]1.C([BH3-])#N.[Na+].C(O)(=O)C, predict the reaction product. The product is: [CH2:1]([N:4]([CH2:8][C:9]1[CH:10]=[CH:11][C:12]([NH:15][C:16](=[O:32])[C:17]2[CH:22]=[CH:21][C:20]([CH2:23][N:24]([CH2:25][C:26]3[N:27]([CH3:31])[CH:28]=[CH:29][N:30]=3)[CH2:38][C:35]3[N:36]=[CH:37][NH:33][N:34]=3)=[CH:19][CH:18]=2)=[CH:13][CH:14]=1)[CH2:5][CH2:6][CH3:7])[CH2:2][CH3:3]. (5) Given the reactants [H-].[Na+].CS(C)=O.[I-].[CH3:8][S+](C)C.[CH:12]1[N:13]=[CH:14][N:15]2[CH2:20][CH2:19][CH2:18][C:17](=[O:21])[C:16]=12, predict the reaction product. The product is: [O:21]1[CH2:8][C:17]21[CH2:18][CH2:19][CH2:20][N:15]1[CH:14]=[N:13][CH:12]=[C:16]21. (6) Given the reactants [CH3:1][S:2]([NH2:5])(=[O:4])=[O:3].[H-].[Na+].[Cl:8][C:9]1[CH:10]=[C:11]2[C:16](=[C:17]([C:19](O)=[O:20])[CH:18]=1)[NH:15][CH:14]([C:22]1[CH:27]=[CH:26][CH:25]=[C:24]([N:28]3[CH2:32][CH2:31][O:30][C:29]3=[O:33])[CH:23]=1)[CH2:13][C:12]2([CH3:35])[CH3:34].C(N1C=CN=C1)(N1C=CN=C1)=O, predict the reaction product. The product is: [Cl:8][C:9]1[CH:10]=[C:11]2[C:16](=[C:17]([C:19]([NH:5][S:2]([CH3:1])(=[O:4])=[O:3])=[O:20])[CH:18]=1)[NH:15][CH:14]([C:22]1[CH:27]=[CH:26][CH:25]=[C:24]([N:28]3[CH2:32][CH2:31][O:30][C:29]3=[O:33])[CH:23]=1)[CH2:13][C:12]2([CH3:35])[CH3:34]. (7) Given the reactants [Si]([O:8][CH2:9][CH2:10][CH2:11][CH2:12][CH2:13][CH2:14][N:15]([CH:24]1[CH2:29][CH2:28][CH2:27][CH2:26][CH2:25]1)[C:16](=[O:23])[C:17]1[CH:22]=[CH:21][CH:20]=[CH:19][CH:18]=1)(C(C)(C)C)(C)C.CCCC[N+](CCCC)(CCCC)CCCC.[F-], predict the reaction product. The product is: [CH:24]1([N:15]([CH2:14][CH2:13][CH2:12][CH2:11][CH2:10][CH2:9][OH:8])[C:16](=[O:23])[C:17]2[CH:22]=[CH:21][CH:20]=[CH:19][CH:18]=2)[CH2:25][CH2:26][CH2:27][CH2:28][CH2:29]1. (8) The product is: [Br:1][C:2]1[S:6][C:5]2=[C:7]([CH:10]=[O:11])[N:8]=[CH:9][N:4]2[CH:3]=1. Given the reactants [Br:1][C:2]1[S:6][C:5]2=[C:7]([CH2:10][OH:11])[N:8]=[CH:9][N:4]2[CH:3]=1, predict the reaction product. (9) Given the reactants Cl[C:2]1[CH:7]=[C:6]([CH2:8][N:9]2[C:13]([CH3:15])([CH3:14])[C:12](=[O:16])[N:11]([C:17]3[CH:22]=[CH:21][C:20]([S:23][C:24]([F:27])([F:26])[F:25])=[CH:19][CH:18]=3)[C:10]2=[O:28])[CH:5]=[CH:4][N:3]=1.[NH2:29][C:30]1[CH:31]=[C:32]([CH:38]=[CH:39][CH:40]=1)[C:33]([N:35]([CH3:37])[CH3:36])=[O:34].CC1(C)C2C=CC=C(P(C3C=CC=CC=3)C3C=CC=CC=3)C=2OC2C1=CC=CC=2P(C1C=CC=CC=1)C1C=CC=CC=1.C(=O)([O-])[O-].[Cs+].[Cs+], predict the reaction product. The product is: [CH3:14][C:13]1([CH3:15])[N:9]([CH2:8][C:6]2[CH:5]=[CH:4][N:3]=[C:2]([NH:29][C:30]3[CH:31]=[C:32]([CH:38]=[CH:39][CH:40]=3)[C:33]([N:35]([CH3:37])[CH3:36])=[O:34])[CH:7]=2)[C:10](=[O:28])[N:11]([C:17]2[CH:22]=[CH:21][C:20]([S:23][C:24]([F:27])([F:26])[F:25])=[CH:19][CH:18]=2)[C:12]1=[O:16].